This data is from Forward reaction prediction with 1.9M reactions from USPTO patents (1976-2016). The task is: Predict the product of the given reaction. (1) Given the reactants [CH:1](=O)[C:2]1[CH:7]=[CH:6][CH:5]=[CH:4][CH:3]=1.[C:9](#[N:13])[CH2:10][C:11]#[N:12].C1(N)C(N)=CC=CC=1.N1CCCC1C(O)=O, predict the reaction product. The product is: [CH2:1]([CH:10]([C:9]#[N:13])[C:11]#[N:12])[C:2]1[CH:7]=[CH:6][CH:5]=[CH:4][CH:3]=1. (2) Given the reactants [F:1][C:2]1[CH:3]=[C:4]([N:9]2[CH2:13][CH:12]([CH2:14][OH:15])[O:11][C:10]2=[O:16])[CH:5]=[CH:6][C:7]=1[I:8].[O:17]1[CH:21]=[CH:20][C:19](O)=[N:18]1.C1(P(C2C=CC=CC=2)C2C=CC=CC=2)C=CC=CC=1.N(C(OC(C)C)=O)=NC(OC(C)C)=O, predict the reaction product. The product is: [F:1][C:2]1[CH:3]=[C:4]([N:9]2[CH2:13][CH:12]([CH2:14][O:15][C:19]3[CH:20]=[CH:21][O:17][N:18]=3)[O:11][C:10]2=[O:16])[CH:5]=[CH:6][C:7]=1[I:8]. (3) Given the reactants [CH2:1]([C:8]1[C:9](=[O:20])[O:10][C:11]2[C:16]([C:17]=1[CH3:18])=[CH:15][CH:14]=[C:13]([OH:19])[CH:12]=2)[C:2]1[CH:7]=[CH:6][CH:5]=[CH:4][CH:3]=1.[I-].[CH3:22][N:23]([C:32]1[CH:37]=[CH:36][CH:35]=[CH:34][CH:33]=1)[C:24](N1C=C[N+](C)=C1)=[O:25], predict the reaction product. The product is: [CH2:1]([C:8]1[C:9](=[O:20])[O:10][C:11]2[C:16]([C:17]=1[CH3:18])=[CH:15][CH:14]=[C:13]([O:19][C:24](=[O:25])[N:23]([CH3:22])[C:32]1[CH:37]=[CH:36][CH:35]=[CH:34][CH:33]=1)[CH:12]=2)[C:2]1[CH:7]=[CH:6][CH:5]=[CH:4][CH:3]=1. (4) Given the reactants [CH2:1]([NH:7][CH2:8][CH2:9][CH2:10][CH2:11][CH2:12][CH3:13])[CH2:2][CH2:3][CH2:4][CH2:5][CH3:6].[C:14]1([CH3:23])[CH:19]=[CH:18][CH:17]=[C:16]([C:20]([OH:22])=[O:21])[CH:15]=1, predict the reaction product. The product is: [CH2:8]([NH2+:7][CH2:1][CH2:2][CH2:3][CH2:4][CH2:5][CH3:6])[CH2:9][CH2:10][CH2:11][CH2:12][CH3:13].[C:14]1([CH3:23])[CH:19]=[CH:18][CH:17]=[C:16]([C:20]([O-:22])=[O:21])[CH:15]=1. (5) Given the reactants [F:1][C:2]1[CH:3]=[C:4]2[C:8](=[CH:9][C:10]=1[F:11])[NH:7][C:6]([C:12]1[CH:13]=[CH:14][C:15]([O:21][CH3:22])=[C:16]([N:18]=[C:19]=[S:20])[CH:17]=1)=[CH:5]2.[C:23]([O:27][C:28](=[O:37])[C@H:29]([CH2:31][O:32][C:33]([CH3:36])([CH3:35])[CH3:34])[NH2:30])([CH3:26])([CH3:25])[CH3:24], predict the reaction product. The product is: [C:23]([O:27][C:28](=[O:37])[C@@H:29]([NH:30][C:19]([NH:18][C:16]1[CH:17]=[C:12]([C:6]2[NH:7][C:8]3[C:4]([CH:5]=2)=[CH:3][C:2]([F:1])=[C:10]([F:11])[CH:9]=3)[CH:13]=[CH:14][C:15]=1[O:21][CH3:22])=[S:20])[CH2:31][O:32][C:33]([CH3:36])([CH3:35])[CH3:34])([CH3:26])([CH3:24])[CH3:25]. (6) Given the reactants [CH2:1]([C:9]1[CH:14]=[CH:13][C:12]([NH2:15])=[CH:11][CH:10]=1)[C:2]1[CH:7]=[CH:6][C:5]([NH2:8])=[CH:4][CH:3]=1, predict the reaction product. The product is: [CH:1]([NH:15][C:12]1[CH:13]=[CH:14][C:9]([CH2:1][C:2]2[CH:3]=[CH:4][C:5]([NH:8][CH:5]([CH2:6][CH3:7])[CH3:4])=[CH:6][CH:7]=2)=[CH:10][CH:11]=1)([CH2:2][CH3:3])[CH3:9]. (7) Given the reactants Br[C:2]1[CH:7]=[CH:6][C:5]([S:8]([N:11]2[CH2:24][CH2:23][C:14]3([O:19][CH2:18][C:17](=[O:20])[N:16]([CH2:21][CH3:22])[CH2:15]3)[CH2:13][CH2:12]2)(=[O:10])=[O:9])=[CH:4][CH:3]=1.CC1(C)C(C)(C)OB([C:33]2[CH:34]=[CH:35][C:36]3[O:40][CH:39]=[CH:38][C:37]=3[CH:41]=2)O1.C(=O)([O-])[O-].[K+].[K+], predict the reaction product. The product is: [O:40]1[C:36]2[CH:35]=[CH:34][C:33]([C:2]3[CH:3]=[CH:4][C:5]([S:8]([N:11]4[CH2:12][CH2:13][C:14]5([O:19][CH2:18][C:17](=[O:20])[N:16]([CH2:21][CH3:22])[CH2:15]5)[CH2:23][CH2:24]4)(=[O:10])=[O:9])=[CH:6][CH:7]=3)=[CH:41][C:37]=2[CH:38]=[CH:39]1. (8) Given the reactants [CH2:1]([O:8][C:9]1[CH:14]=[CH:13][C:12]([C:15]#[N:16])=[CH:11][C:10]=1[CH:17]([NH:25]C(OC(C)(C)C)=O)[CH2:18][C:19]1[CH:24]=[CH:23][CH:22]=[CH:21][CH:20]=1)[C:2]1[CH:7]=[CH:6][CH:5]=[CH:4][CH:3]=1.Cl, predict the reaction product. The product is: [CH2:1]([O:8][C:9]1[CH:14]=[CH:13][C:12]([C:15]#[N:16])=[CH:11][C:10]=1[CH:17]([NH2:25])[CH2:18][C:19]1[CH:24]=[CH:23][CH:22]=[CH:21][CH:20]=1)[C:2]1[CH:3]=[CH:4][CH:5]=[CH:6][CH:7]=1. (9) Given the reactants [CH3:1][N:2]([CH3:20])[C:3]1[CH:8]=[CH:7][C:6](/[CH:9]=[CH:10]/[C:11]([C:13]2[CH:18]=[CH:17][C:16]([OH:19])=[CH:15][CH:14]=2)=[O:12])=[CH:5][CH:4]=1.Cl[CH2:22][CH2:23][O:24][CH2:25][CH2:26][OH:27].C([O-])([O-])=O.[K+].[K+].O, predict the reaction product. The product is: [OH:27][CH2:26][CH2:25][O:24][CH2:23][CH2:22][O:19][C:16]1[CH:15]=[CH:14][C:13]([C:11](=[O:12])/[CH:10]=[CH:9]/[C:6]2[CH:5]=[CH:4][C:3]([N:2]([CH3:1])[CH3:20])=[CH:8][CH:7]=2)=[CH:18][CH:17]=1. (10) Given the reactants [CH2:1]([N:8]1[CH2:13][CH2:12][N:11]([CH2:14][C:15]2[CH:20]=[CH:19][CH:18]=[CH:17][CH:16]=2)[CH2:10][C@@H:9]1[CH:21]=[CH2:22])[C:2]1[CH:7]=[CH:6][CH:5]=[CH:4][CH:3]=1.C12BC(CCC1)CCC2.[F:32][C:33]1[CH:38]=[CH:37][CH:36]=[CH:35][C:34]=1I.C1(P(C2C=CC=CC=2)C2C=CC=CC=2)C=CC=CC=1.[OH-].[Na+].C(CN)O, predict the reaction product. The product is: [CH2:1]([N:8]1[CH2:13][CH2:12][N:11]([CH2:14][C:15]2[CH:20]=[CH:19][CH:18]=[CH:17][CH:16]=2)[CH2:10][C@@H:9]1[CH2:21][CH2:22][C:34]1[CH:35]=[CH:36][CH:37]=[CH:38][C:33]=1[F:32])[C:2]1[CH:3]=[CH:4][CH:5]=[CH:6][CH:7]=1.